From a dataset of Catalyst prediction with 721,799 reactions and 888 catalyst types from USPTO. Predict which catalyst facilitates the given reaction. Reactant: P12(SP3(SP(SP(S3)(S1)=S)(=S)S2)=S)=[S:2].C(=O)([O-])[O-].[Na+].[Na+].[CH2:21]([O:23][CH:24]([O:28][CH2:29][CH3:30])[C:25]([NH2:27])=O)[CH3:22].CC(=O)OCC. Product: [CH2:21]([O:23][CH:24]([O:28][CH2:29][CH3:30])[C:25]([NH2:27])=[S:2])[CH3:22]. The catalyst class is: 1.